From a dataset of Reaction yield outcomes from USPTO patents with 853,638 reactions. Predict the reaction yield, written as a fraction of the theoretical maximum amount of product (1.0 means a 100% yield; for example, 0.34 means a 34% yield). (1) The reactants are [Cl:1][C:2]1[CH:7]=[CH:6][C:5]([C:8]2[C:13](=[O:14])[NH:12][N:11]3[C:15](=[O:18])[NH:16][N:17]=[C:10]3[C:9]=2[C:19]2[CH:24]=[CH:23][N:22]=[CH:21][CH:20]=2)=[CH:4][CH:3]=1.C([O-])([O-])=O.[K+].[K+].Br[CH2:32][C:33]1[CH:40]=[CH:39][C:36]([C:37]#[N:38])=[CH:35][CH:34]=1. The catalyst is CN(C=O)C.C(OCC)(=O)C. The product is [Cl:1][C:2]1[CH:7]=[CH:6][C:5]([C:8]2[C:13](=[O:14])[N:12]([CH2:32][C:33]3[CH:40]=[CH:39][C:36]([C:37]#[N:38])=[CH:35][CH:34]=3)[N:11]3[C:15](=[O:18])[NH:16][N:17]=[C:10]3[C:9]=2[C:19]2[CH:24]=[CH:23][N:22]=[CH:21][CH:20]=2)=[CH:4][CH:3]=1. The yield is 0.320. (2) The reactants are Br[C:2]1[CH:3]=[C:4]2[C:9](=[CH:10][CH:11]=1)[N:8]=[CH:7][C:6](C=O)=[C:5]2[NH:14][C:15]1[CH:20]=[CH:19][C:18]([N:21]2[CH2:26][CH2:25][N:24]([C:27](OC(C)(C)C)=[O:28])[CH2:23][CH2:22]2)=[C:17]([C:34]([F:37])([F:36])[F:35])[CH:16]=1.[C:38](O)([C:40](F)(F)F)=[O:39].[CH2:45](N(CC)CC)C.[CH3:52][C:53]([CH3:76])([O:55][C:56](=[O:75])[NH:57][CH2:58][CH2:59][O:60][CH2:61][CH2:62][O:63][CH2:64][CH2:65][O:66][CH2:67][CH2:68][O:69][CH2:70][CH2:71]C(O)=O)[CH3:54].CN(C(O[N:85]1N=N[C:87]2[CH:88]=[CH:89][CH:90]=[N:91][C:86]1=2)=[N+](C)C)C.F[P-](F)(F)(F)(F)F. The catalyst is ClC(Cl)C. The product is [NH2:85][C:86]1[N:91]=[CH:90][C:89]([C:2]2[CH:11]=[CH:10][C:9]3=[N:8][CH:7]=[C:6]4[C:5]([N:14]([C:15]5[CH:20]=[CH:19][C:18]([N:21]6[CH2:22][CH2:23][N:24]([C:27](=[O:28])[CH2:71][CH2:70][O:69][CH2:68][CH2:67][O:66][CH2:65][CH2:64][O:63][CH2:62][CH2:61][O:60][CH2:59][CH2:58][NH:57][C:56](=[O:75])[O:55][C:53]([CH3:52])([CH3:54])[CH3:76])[CH2:25][CH2:26]6)=[C:17]([C:34]([F:37])([F:36])[F:35])[CH:16]=5)[C:38](=[O:39])[CH:40]=[CH:45]4)=[C:4]3[CH:3]=2)=[CH:88][CH:87]=1. The yield is 0.600. (3) The reactants are C([O:8][C:9]1[C:13](/[CH:14]=[CH:15]/[P:16](=[O:23])([O:20][CH2:21][CH3:22])[O:17][CH2:18][CH3:19])=[CH:12][N:11]([C:24]2[CH:29]=[CH:28][CH:27]=[CH:26][CH:25]=2)[N:10]=1)C1C=CC=CC=1. The catalyst is [Pd].O1CCCC1. The product is [OH:8][C:9]1[C:13]([CH2:14][CH2:15][P:16](=[O:23])([O:17][CH2:18][CH3:19])[O:20][CH2:21][CH3:22])=[CH:12][N:11]([C:24]2[CH:29]=[CH:28][CH:27]=[CH:26][CH:25]=2)[N:10]=1. The yield is 0.760. (4) The reactants are CC(C)N=C=NC(C)C.[CH:10]1[C:15]([CH2:16][CH2:17][CH2:18][C:19]([OH:21])=[O:20])=[CH:14][CH:13]=[C:12]([N:22]([CH2:26][CH2:27][Cl:28])[CH2:23][CH2:24][Cl:25])[CH:11]=1.[CH3:29][CH:30]([CH2:32][CH2:33][CH2:34][C@H:35]([C@@H:37]1[C@:55]2([CH3:56])[C@H:40]([C@H:41]3[C@H:52]([CH2:53][CH2:54]2)[C@:50]2([CH3:51])[C:44]([CH2:45][C@H:46]([CH2:48][CH2:49]2)[OH:47])=[CH:43][CH2:42]3)[CH2:39][CH2:38]1)[CH3:36])[CH3:31].C(=O)(O)[O-].[Na+]. The catalyst is ClCCl.CN(C1C=CN=CC=1)C. The product is [CH3:31][CH:30]([CH2:32][CH2:33][CH2:34][C@H:35]([C@@H:37]1[C@:55]2([CH3:56])[C@H:40]([C@H:41]3[C@H:52]([CH2:53][CH2:54]2)[C@:50]2([CH3:51])[C:44]([CH2:45][C@H:46]([CH2:48][CH2:49]2)[OH:47])=[CH:43][CH2:42]3)[CH2:39][CH2:38]1)[CH3:36])[CH3:29].[Cl:25][CH2:24][CH2:23][N:22]([CH2:26][CH2:27][Cl:28])[C:12]1[CH:11]=[CH:10][C:15]([CH2:16][CH2:17][CH2:18][C:19]([O-:21])=[O:20])=[CH:14][CH:13]=1. The yield is 0.830. (5) The reactants are [NH2:1][C:2]1[O:3][C:4]2[C:9]([CH:10]([C:14]3[CH:19]=[C:18]([O:20][CH3:21])[C:17]([O:22][CH3:23])=[C:16]([Br:24])[CH:15]=3)[C:11]=1[C:12]#[N:13])=[CH:8][CH:7]=[C:6]([NH2:25])[CH:5]=2.C(N(CC)C(C)C)(C)C.[Cl:35][CH2:36][C:37](Cl)=[O:38]. The catalyst is ClCCl.O.C(OCC)(=O)C. The product is [NH2:1][C:2]1[O:3][C:4]2[C:9]([CH:10]([C:14]3[CH:19]=[C:18]([O:20][CH3:21])[C:17]([O:22][CH3:23])=[C:16]([Br:24])[CH:15]=3)[C:11]=1[C:12]#[N:13])=[CH:8][CH:7]=[C:6]([NH:25][C:37](=[O:38])[CH2:36][Cl:35])[CH:5]=2. The yield is 0.240. (6) The reactants are Cl[C:2]1[S:3][C:4]([C:7]([O:9][CH2:10][CH3:11])=[O:8])=[CH:5][N:6]=1.[NH2:12][C:13]1[CH:18]=[C:17]([Br:19])[N:16]=[C:15]([CH3:20])[N:14]=1. No catalyst specified. The product is [Br:19][C:17]1[N:16]=[C:15]([CH3:20])[N:14]=[C:13]([NH:12][C:2]2[S:3][C:4]([C:7]([O:9][CH2:10][CH3:11])=[O:8])=[CH:5][N:6]=2)[CH:18]=1. The yield is 0.755. (7) The reactants are C([O:3][C:4](=[O:24])[CH2:5][NH:6][C:7]([C:9]1[CH:14]=[CH:13][C:12]([C:15]2[CH:20]=[CH:19][C:18]([Cl:21])=[CH:17][CH:16]=2)=[CH:11][C:10]=1[O:22]C)=[O:8])C.B(Br)(Br)Br. The catalyst is C(Cl)Cl. The product is [Cl:21][C:18]1[CH:17]=[CH:16][C:15]([C:12]2[CH:13]=[CH:14][C:9]([C:7]([NH:6][CH2:5][C:4]([OH:24])=[O:3])=[O:8])=[C:10]([OH:22])[CH:11]=2)=[CH:20][CH:19]=1. The yield is 0.410. (8) The reactants are F[C:2]1[CH:9]=[CH:8][C:7]([CH:10]=[O:11])=[CH:6][C:3]=1[C:4]#[N:5].C([O-])([O-])=O.[K+].[K+].[N+:18]([C:21]1[N:25]=[CH:24][NH:23][N:22]=1)([O-:20])=[O:19]. The catalyst is CN(C=O)C.O. The product is [CH:10]([C:7]1[CH:8]=[CH:9][C:2]([N:23]2[CH:24]=[N:25][C:21]([N+:18]([O-:20])=[O:19])=[N:22]2)=[C:3]([CH:6]=1)[C:4]#[N:5])=[O:11]. The yield is 0.450.